This data is from Forward reaction prediction with 1.9M reactions from USPTO patents (1976-2016). The task is: Predict the product of the given reaction. (1) Given the reactants [CH3:1][O:2][C:3](=[O:22])[C:4]1[CH:9]=[CH:8][C:7]([C:10]([F:13])([F:12])[F:11])=[C:6](OS(C(F)(F)F)(=O)=O)[CH:5]=1.[C:23](OB(O)O)([CH3:25])=[CH2:24].C(=O)([O-])[O-].[Cs+].[Cs+], predict the reaction product. The product is: [CH3:1][O:2][C:3](=[O:22])[C:4]1[CH:9]=[CH:8][C:7]([C:10]([F:13])([F:12])[F:11])=[C:6]([C:23]([CH3:25])=[CH2:24])[CH:5]=1. (2) Given the reactants [C:1]([O:5][C:6]([NH:8][C@@H:9]([CH2:23][C:24]1[CH:33]=[CH:32][C:27]2[O:28]C(=O)[O:30][C:26]=2[CH:25]=1)[C:10]([O:12][C@H:13]([CH3:22])[C@H:14]([O:16][C:17](=[O:21])[CH:18]([CH3:20])[CH3:19])[CH3:15])=[O:11])=[O:7])([CH3:4])([CH3:3])[CH3:2], predict the reaction product. The product is: [OH:30][C:26]1[CH:25]=[C:24]([CH2:23][C@H:9]([NH:8][C:6]([O:5][C:1]([CH3:4])([CH3:3])[CH3:2])=[O:7])[C:10]([O:12][C@H:13]([CH3:22])[C@H:14]([O:16][C:17](=[O:21])[CH:18]([CH3:19])[CH3:20])[CH3:15])=[O:11])[CH:33]=[CH:32][C:27]=1[OH:28]. (3) Given the reactants O[CH2:2][C:3]1[N:4]=[CH:5][N:6]([C:8]([C:21]2[CH:26]=[CH:25][CH:24]=[CH:23][CH:22]=2)([C:15]2[CH:20]=[CH:19][CH:18]=[CH:17][CH:16]=2)[C:9]2[CH:14]=[CH:13][CH:12]=[CH:11][CH:10]=2)[CH:7]=1.C1(P(C2C=CC=CC=2)C2C=CC=CC=2)C=CC=CC=1.[Br:46]N1C(=O)CCC1=O.C(=O)(O)[O-].[Na+], predict the reaction product. The product is: [Br:46][CH2:2][C:3]1[N:4]=[CH:5][N:6]([C:8]([C:21]2[CH:26]=[CH:25][CH:24]=[CH:23][CH:22]=2)([C:15]2[CH:20]=[CH:19][CH:18]=[CH:17][CH:16]=2)[C:9]2[CH:14]=[CH:13][CH:12]=[CH:11][CH:10]=2)[CH:7]=1. (4) The product is: [Cl:10][C:5]1[CH:4]=[C:3]([CH2:2][N:15]2[C:11](=[O:21])[C:12]3[C:13](=[CH:17][CH:18]=[CH:19][CH:20]=3)[C:14]2=[O:16])[CH:8]=[N:7][C:6]=1[Cl:9]. Given the reactants Br[CH2:2][C:3]1[CH:4]=[C:5]([Cl:10])[C:6]([Cl:9])=[N:7][CH:8]=1.[C:11]1(=[O:21])[NH:15][C:14](=[O:16])[C:13]2=[CH:17][CH:18]=[CH:19][CH:20]=[C:12]12.[K].O, predict the reaction product. (5) Given the reactants CCCCC(COC(CC(S([O-])(=O)=O)C(OCC(CCCC)CC)=O)=O)CC.[Na+].S([CH:34]([CH2:38][C:39]([OH:41])=[O:40])[C:35]([OH:37])=O)(O)(=O)=O.C(C(CC)([Na])CCCCC)C.C(O)(=O)CCCCCCCCCCCCCCC(C)C.[NH:73]([C:82]([CH3:84])=[O:83])[C@H](C(O)=O)CC(=O)O.[CH3:85][CH:86]([C@H:88]([NH2:101])[C:89]([NH:91][C@H:92]([C:98]([OH:100])=O)[CH2:93][CH2:94][CH2:95][CH2:96][NH2:97])=[O:90])[CH3:87].[NH2:102][C@H:103]([C:112]([OH:114])=[O:113])[CH2:104][C:105]1[CH:110]=[CH:109][C:108]([OH:111])=[CH:107][CH:106]=1, predict the reaction product. The product is: [NH:73]([C:82]([CH3:84])=[O:83])[C@H:34]([C:35]([NH:101][C@H:88]([C:89]([NH:91][C@H:92]([C:98]([NH:102][C@H:103]([C:112]([OH:114])=[O:113])[CH2:104][C:105]1[CH:106]=[CH:107][C:108]([OH:111])=[CH:109][CH:110]=1)=[O:100])[CH2:93][CH2:94][CH2:95][CH2:96][NH2:97])=[O:90])[CH:86]([CH3:85])[CH3:87])=[O:37])[CH2:38][C:39](=[O:40])[OH:41]. (6) Given the reactants [Cl:1][C:2]1[CH:7]=[CH:6][C:5](/[CH:8]=[CH:9]/[C:10]([OH:12])=O)=[C:4]([CH2:13][N:14]2[N:18]=[N:17][C:16]([CH3:19])=[N:15]2)[CH:3]=1.[CH:20]12[CH2:27][CH2:26][CH:23]([NH:24][CH2:25]1)[CH2:22][NH:21]2, predict the reaction product. The product is: [CH:20]12[CH2:27][CH2:26][CH:23]([NH:24][CH2:25]1)[CH2:22][N:21]2[C:10](=[O:12])/[CH:9]=[CH:8]/[C:5]1[CH:6]=[CH:7][C:2]([Cl:1])=[CH:3][C:4]=1[CH2:13][N:14]1[N:18]=[N:17][C:16]([CH3:19])=[N:15]1. (7) Given the reactants [CH:1]([CH:3]1[CH2:9][CH:8]2[CH:6]([CH2:7]2)[CH2:5][N:4]1[C:10]([O:12][C:13]([CH3:16])([CH3:15])[CH3:14])=[O:11])=[O:2].CC(=CC)C.[O-:22]Cl=O.[Na+], predict the reaction product. The product is: [C:13]([O:12][C:10]([N:4]1[CH:3]([C:1]([OH:22])=[O:2])[CH2:9][CH:8]2[CH:6]([CH2:7]2)[CH2:5]1)=[O:11])([CH3:16])([CH3:15])[CH3:14].